Dataset: Cav3 T-type calcium channel HTS with 100,875 compounds. Task: Binary Classification. Given a drug SMILES string, predict its activity (active/inactive) in a high-throughput screening assay against a specified biological target. (1) The molecule is o1c(NCCN2CCCCC2)c(nc1Cc1c2c(ccc1)cccc2)C#N. The result is 0 (inactive). (2) The compound is Clc1ccc(c2sc(C3(ON=C(C3)c3ccc(cc3)C#N)C)c(n2)C)cc1. The result is 0 (inactive). (3) The compound is S(=O)(=O)(Nc1ccc(OC)cc1)c1ccc(OCC(=O)N2CCCC2)cc1. The result is 0 (inactive). (4) The drug is Brc1cc2c(N(CC2)C(=O)C)c(S(=O)(=O)CC(OC)=O)c1. The result is 0 (inactive). (5) The result is 1 (active). The drug is OC(Cn1c2c(n(CCCCC)c1=N)cccc2)COc1c(OC)cccc1. (6) The drug is O=C/1N(c2ccc(OC)cc2)C(=O)NC(=O)C1=C(\NCCCn1ccnc1)C. The result is 0 (inactive). (7) The drug is o1c2c3c(c(Cc4ccccc4)c(oc3cc(c2c(c1)C)C)=O)C. The result is 0 (inactive).